From a dataset of CYP3A4 inhibition data for predicting drug metabolism from PubChem BioAssay. Regression/Classification. Given a drug SMILES string, predict its absorption, distribution, metabolism, or excretion properties. Task type varies by dataset: regression for continuous measurements (e.g., permeability, clearance, half-life) or binary classification for categorical outcomes (e.g., BBB penetration, CYP inhibition). Dataset: cyp3a4_veith. (1) The molecule is O=C(Oc1ccccc1)N1CCC2(CCN(Cc3ccncc3)CC2)CC1. The result is 1 (inhibitor). (2) The molecule is Nc1ncnc2c1nc(Br)n2[C@@H]1O[C@H]2COP(=O)([O-])O[C@@H]2[C@H]1O.[Na+]. The result is 0 (non-inhibitor). (3) The drug is Cn1c(=O)c2c(nc(NCCNc3nc4c(c(=O)n(C)c(=O)n4C)n3C)n2C)n(C)c1=O. The result is 0 (non-inhibitor). (4) The compound is COC(=O)C(CCSC)NC(=O)CNS(=O)(=O)c1ccc(F)cc1. The result is 0 (non-inhibitor). (5) The compound is COc1ccc(Cc2nnc(NC(=O)Cn3cnc4c3c(=O)n(C)c(=O)n4C)s2)cc1OC. The result is 0 (non-inhibitor).